From a dataset of Acute oral toxicity (LD50) regression data from Zhu et al.. Regression/Classification. Given a drug SMILES string, predict its toxicity properties. Task type varies by dataset: regression for continuous values (e.g., LD50, hERG inhibition percentage) or binary classification for toxic/non-toxic outcomes (e.g., AMES mutagenicity, cardiotoxicity, hepatotoxicity). Dataset: ld50_zhu. (1) The drug is CCOC(=O)c1c(C)cc2nc(COC(=O)NC)n(-c3ccccc3Cl)c(=O)c2c1C. The rat oral LD50 is 2.25, given as -log10 of the dose in mol/kg body weight (higher means more acutely toxic). (2) The molecule is CCOP(=O)(OCC)OC(=C(Cl)Br)c1ccc(Cl)cc1Cl. The rat oral LD50 is 4.36, given as -log10 of the dose in mol/kg body weight (higher means more acutely toxic). (3) The compound is CCN(N=O)C(C)(C)C. The rat oral LD50 is 1.91, given as -log10 of the dose in mol/kg body weight (higher means more acutely toxic). (4) The compound is CN1CCC23c4c5ccc(O)c4OC2C(N=[N+]=[N-])CCC3C1C5. The rat oral LD50 is 3.70, given as -log10 of the dose in mol/kg body weight (higher means more acutely toxic). (5) The compound is CC1Cc2c(Cl)cc(C(=O)NC(Cc3ccccc3)C(=O)O)c(O)c2C(=O)O1. The rat oral LD50 is 4.30, given as -log10 of the dose in mol/kg body weight (higher means more acutely toxic). (6) The molecule is O=NN(Cc1ccccc1)Cc1ccccc1. The rat oral LD50 is 2.40, given as -log10 of the dose in mol/kg body weight (higher means more acutely toxic). (7) The compound is Cc1ccccc1C(C)C. The rat oral LD50 is 1.80, given as -log10 of the dose in mol/kg body weight (higher means more acutely toxic). (8) The drug is COc1ccc2c(c1)c(CC(=O)OCOC(=O)c1cccc(C)c1)c(C)n2C(=O)c1ccc(Cl)cc1. The rat oral LD50 is 3.68, given as -log10 of the dose in mol/kg body weight (higher means more acutely toxic). (9) The molecule is CCOC(=O)C1=CN(C(=O)OCC)C2CCCC(C)N2C1=O. The rat oral LD50 is 2.31, given as -log10 of the dose in mol/kg body weight (higher means more acutely toxic). (10) The drug is CC(=O)N(C)N=O. The rat oral LD50 is 3.71, given as -log10 of the dose in mol/kg body weight (higher means more acutely toxic).